This data is from Forward reaction prediction with 1.9M reactions from USPTO patents (1976-2016). The task is: Predict the product of the given reaction. (1) Given the reactants C([N:8]1[CH:17]([C:18]2[CH:23]=[CH:22][C:21]([C:24]([F:27])([F:26])[F:25])=[CH:20][CH:19]=2)[C:16]2[N:15]=[CH:14][CH:13]=[CH:12][C:11]=2[CH:10]=[C:9]1[CH3:28])C1C=CC=CC=1.CCO.Cl, predict the reaction product. The product is: [CH3:28][CH:9]1[NH:8][CH:17]([C:18]2[CH:23]=[CH:22][C:21]([C:24]([F:27])([F:25])[F:26])=[CH:20][CH:19]=2)[C:16]2[N:15]=[CH:14][CH:13]=[CH:12][C:11]=2[CH2:10]1. (2) Given the reactants [NH2:1][C:2]1[CH:7]=[CH:6][CH:5]=[CH:4][C:3]=1[C:8]1[NH:9][C:10]2[C:15]([CH:16]=1)=[CH:14][CH:13]=[CH:12][CH:11]=2.[OH:17][C:18]1[CH:19]=[C:20]([CH:24]=[CH:25][C:26]=1[OH:27])[C:21](O)=[O:22], predict the reaction product. The product is: [OH:17][C:18]1[CH:19]=[C:20]([CH:24]=[CH:25][C:26]=1[OH:27])[C:21]([NH:1][C:2]1[CH:7]=[CH:6][CH:5]=[CH:4][C:3]=1[C:8]1[NH:9][C:10]2[C:15]([CH:16]=1)=[CH:14][CH:13]=[CH:12][CH:11]=2)=[O:22].